From a dataset of Reaction yield outcomes from USPTO patents with 853,638 reactions. Predict the reaction yield, written as a fraction of the theoretical maximum amount of product (1.0 means a 100% yield; for example, 0.34 means a 34% yield). (1) The yield is 0.540. The product is [CH3:1][C@H:2]1[CH2:3][N:4]([C:10]2[CH:11]=[CH:12][C:13]3[O:14][CH2:15][C:16](=[O:20])[NH:17][C:18]=3[N:19]=2)[CH2:5][C@@H:6]([CH3:8])[O:7]1. No catalyst specified. The reactants are [CH3:1][C@H:2]1[O:7][C@@H:6]([CH3:8])[CH2:5][NH:4][CH2:3]1.Br[C:10]1[CH:11]=[CH:12][C:13]2[O:14][CH2:15][C:16](=[O:20])[NH:17][C:18]=2[N:19]=1. (2) The reactants are [Mg].II.Br[CH2:5][CH:6]([CH3:8])[CH3:7].[C:9]([OH:12])(=[O:11])[CH3:10].[C:13]([OH:16])(=[O:15])[CH3:14].[C:17]([OH:20])(=[O:19])[CH3:18].[C:21]([OH:24])(=[O:23])[CH3:22].Br[C@@:26]1([O:35][C@H:34]([CH2:36][OH:37])[C@H:32]([OH:33])[C@H:30]([OH:31])[C@H:28]1[OH:29])[OH:27]. The catalyst is C(OCC)C.CC(O)=O.O. The product is [C:9]([OH:12])(=[O:11])[CH3:10].[C:13]([OH:16])(=[O:15])[CH3:14].[C:17]([OH:20])(=[O:19])[CH3:18].[C:21]([OH:24])(=[O:23])[CH3:22].[CH2:5]([C@:26]1([O:35][C@H:34]([CH2:36][OH:37])[C@H:32]([OH:33])[C@H:30]([OH:31])[C@H:28]1[OH:29])[OH:27])[CH:6]([CH3:8])[CH3:7]. The yield is 0.690. (3) The reactants are [F:1][C:2]1[CH:7]=[CH:6][C:5]([C:8]2[S:9][C:10]3[N:11]=[C:12]([NH2:23])[N:13]=[C:14]([N:17]4[CH2:22][CH2:21][NH:20][CH2:19][CH2:18]4)[C:15]=3[N:16]=2)=[CH:4][CH:3]=1.[C:24]1([CH3:33])[CH:29]=[CH:28][C:27]([N:30]=[C:31]=[O:32])=[CH:26][CH:25]=1. The catalyst is CN(C=O)C. The product is [NH2:23][C:12]1[N:13]=[C:14]([N:17]2[CH2:18][CH2:19][N:20]([C:31]([NH:30][C:27]3[CH:28]=[CH:29][C:24]([CH3:33])=[CH:25][CH:26]=3)=[O:32])[CH2:21][CH2:22]2)[C:15]2[N:16]=[C:8]([C:5]3[CH:6]=[CH:7][C:2]([F:1])=[CH:3][CH:4]=3)[S:9][C:10]=2[N:11]=1. The yield is 0.440. (4) The reactants are [CH3:1][C:2]1[CH:10]=[CH:9][CH:8]=[C:7]([N+:11]([O-:13])=[O:12])[C:3]=1[C:4]([OH:6])=O.[NH2:14][C:15]1[CH:20]=[CH:19][CH:18]=[CH:17][CH:16]=1.C([O-])(O)=O.[Na+].O. The catalyst is C1(C)C=CC=CC=1.O1CCOCC1. The product is [CH3:1][C:2]1[CH:10]=[CH:9][CH:8]=[C:7]([N+:11]([O-:13])=[O:12])[C:3]=1[C:4]([NH:14][C:15]1[CH:20]=[CH:19][CH:18]=[CH:17][CH:16]=1)=[O:6]. The yield is 0.920. (5) The reactants are [OH:1][C:2]1[CH:10]=[CH:9][C:8]([OH:11])=[CH:7][C:3]=1[C:4]([OH:6])=[O:5].[CH3:12][NH:13][C@H:14]([CH2:16]/[CH:17]=[CH:18]/[C:19]1[CH:20]=[N:21][CH:22]=[C:23]([O:25][CH3:26])[CH:24]=1)[CH3:15].C(OCC)(=O)C. The catalyst is C(O)C. The product is [OH:1][C:2]1[CH:10]=[CH:9][C:8]([OH:11])=[CH:7][C:3]=1[C:4]([OH:6])=[O:5].[CH3:12][NH:13][C@H:14]([CH2:16]/[CH:17]=[CH:18]/[C:19]1[CH:20]=[N:21][CH:22]=[C:23]([O:25][CH3:26])[CH:24]=1)[CH3:15]. The yield is 0.910. (6) The reactants are [CH3:1][C:2]1[N:6]=[C:5]([C:7]([NH:10]C(=O)OC(C)(C)C)([CH3:9])[CH3:8])[S:4][N:3]=1.O. The catalyst is Cl.C(OCC)(=O)C. The product is [CH3:8][C:7]([NH2:10])([C:5]1[S:4][N:3]=[C:2]([CH3:1])[N:6]=1)[CH3:9]. The yield is 0.870. (7) The reactants are S(S([O-])=O)([O-])=O.[Na+].[Na+].C(=O)([O-])O.[Na+].[F:14][C:15]([F:24])([F:23])[C:16]1[CH:22]=[CH:21][CH:20]=[CH:19][C:17]=1[NH2:18].[F:25][C:26](I)([F:31])[C:27]([F:30])([F:29])[F:28]. The catalyst is CN(C=O)C.C(OCC)(=O)C.O. The product is [F:25][C:26]([F:31])([C:21]1[CH:20]=[CH:19][C:17]([NH2:18])=[C:16]([C:15]([F:23])([F:24])[F:14])[CH:22]=1)[C:27]([F:30])([F:29])[F:28]. The yield is 0.210.